Dataset: NCI-60 drug combinations with 297,098 pairs across 59 cell lines. Task: Regression. Given two drug SMILES strings and cell line genomic features, predict the synergy score measuring deviation from expected non-interaction effect. (1) Drug 1: C1C(C(OC1N2C=C(C(=O)NC2=O)F)CO)O. Drug 2: CC1C(C(CC(O1)OC2CC(CC3=C2C(=C4C(=C3O)C(=O)C5=C(C4=O)C(=CC=C5)OC)O)(C(=O)CO)O)N)O.Cl. Cell line: MALME-3M. Synergy scores: CSS=36.3, Synergy_ZIP=-4.91, Synergy_Bliss=-5.33, Synergy_Loewe=-4.92, Synergy_HSA=-1.13. (2) Drug 1: CC1C(C(=O)NC(C(=O)N2CCCC2C(=O)N(CC(=O)N(C(C(=O)O1)C(C)C)C)C)C(C)C)NC(=O)C3=C4C(=C(C=C3)C)OC5=C(C(=O)C(=C(C5=N4)C(=O)NC6C(OC(=O)C(N(C(=O)CN(C(=O)C7CCCN7C(=O)C(NC6=O)C(C)C)C)C)C(C)C)C)N)C. Drug 2: CC1=C(C(CCC1)(C)C)C=CC(=CC=CC(=CC(=O)O)C)C. Cell line: 786-0. Synergy scores: CSS=22.7, Synergy_ZIP=-0.522, Synergy_Bliss=7.31, Synergy_Loewe=-26.5, Synergy_HSA=5.18. (3) Drug 1: C1=CC(=CC=C1CCC2=CNC3=C2C(=O)NC(=N3)N)C(=O)NC(CCC(=O)O)C(=O)O. Drug 2: C1=C(C(=O)NC(=O)N1)F. Cell line: HT29. Synergy scores: CSS=34.3, Synergy_ZIP=-17.5, Synergy_Bliss=-27.4, Synergy_Loewe=-18.4, Synergy_HSA=-17.1. (4) Drug 1: CN(C)N=NC1=C(NC=N1)C(=O)N. Drug 2: CN(C(=O)NC(C=O)C(C(C(CO)O)O)O)N=O. Cell line: K-562. Synergy scores: CSS=13.1, Synergy_ZIP=-6.88, Synergy_Bliss=-4.32, Synergy_Loewe=-8.83, Synergy_HSA=-1.62. (5) Drug 1: CN1C2=C(C=C(C=C2)N(CCCl)CCCl)N=C1CCCC(=O)O.Cl. Drug 2: C1CC(=O)NC(=O)C1N2C(=O)C3=CC=CC=C3C2=O. Cell line: HT29. Synergy scores: CSS=-4.07, Synergy_ZIP=-0.539, Synergy_Bliss=-5.05, Synergy_Loewe=-6.42, Synergy_HSA=-5.56. (6) Cell line: SK-MEL-5. Drug 1: CC1C(C(=O)NC(C(=O)N2CCCC2C(=O)N(CC(=O)N(C(C(=O)O1)C(C)C)C)C)C(C)C)NC(=O)C3=C4C(=C(C=C3)C)OC5=C(C(=O)C(=C(C5=N4)C(=O)NC6C(OC(=O)C(N(C(=O)CN(C(=O)C7CCCN7C(=O)C(NC6=O)C(C)C)C)C)C(C)C)C)N)C. Drug 2: N.N.Cl[Pt+2]Cl. Synergy scores: CSS=77.0, Synergy_ZIP=-1.73, Synergy_Bliss=0.412, Synergy_Loewe=2.16, Synergy_HSA=5.76. (7) Drug 1: CC=C1C(=O)NC(C(=O)OC2CC(=O)NC(C(=O)NC(CSSCCC=C2)C(=O)N1)C(C)C)C(C)C. Drug 2: CCC1(C2=C(COC1=O)C(=O)N3CC4=CC5=C(C=CC(=C5CN(C)C)O)N=C4C3=C2)O.Cl. Cell line: NCI-H522. Synergy scores: CSS=64.2, Synergy_ZIP=-5.83, Synergy_Bliss=-4.44, Synergy_Loewe=0.962, Synergy_HSA=0.427. (8) Drug 1: CS(=O)(=O)C1=CC(=C(C=C1)C(=O)NC2=CC(=C(C=C2)Cl)C3=CC=CC=N3)Cl. Drug 2: CC1=C2C(C(=O)C3(C(CC4C(C3C(C(C2(C)C)(CC1OC(=O)C(C(C5=CC=CC=C5)NC(=O)OC(C)(C)C)O)O)OC(=O)C6=CC=CC=C6)(CO4)OC(=O)C)OC)C)OC. Cell line: HOP-92. Synergy scores: CSS=32.3, Synergy_ZIP=2.62, Synergy_Bliss=2.45, Synergy_Loewe=-9.71, Synergy_HSA=3.61. (9) Drug 1: CC1CCCC2(C(O2)CC(NC(=O)CC(C(C(=O)C(C1O)C)(C)C)O)C(=CC3=CSC(=N3)C)C)C. Drug 2: COCCOC1=C(C=C2C(=C1)C(=NC=N2)NC3=CC=CC(=C3)C#C)OCCOC.Cl. Cell line: SK-MEL-28. Synergy scores: CSS=22.0, Synergy_ZIP=23.1, Synergy_Bliss=25.7, Synergy_Loewe=-8.78, Synergy_HSA=12.0. (10) Drug 1: COC1=C2C(=CC3=C1OC=C3)C=CC(=O)O2. Drug 2: C(CCl)NC(=O)N(CCCl)N=O. Cell line: COLO 205. Synergy scores: CSS=3.31, Synergy_ZIP=-0.161, Synergy_Bliss=-8.01, Synergy_Loewe=-3.79, Synergy_HSA=-3.98.